Dataset: Full USPTO retrosynthesis dataset with 1.9M reactions from patents (1976-2016). Task: Predict the reactants needed to synthesize the given product. (1) The reactants are: [C:1]([C:5]1[S:6][C:7]([C:20]2[CH:25]=[CH:24][N:23]=[C:22]([Cl:26])[N:21]=2)=[C:8]([C:10]2[CH:15]=[CH:14][CH:13]=[C:12]([N+:16]([O-])=O)[C:11]=2[F:19])[N:9]=1)([CH3:4])([CH3:3])[CH3:2]. Given the product [C:1]([C:5]1[S:6][C:7]([C:20]2[CH:25]=[CH:24][N:23]=[C:22]([Cl:26])[N:21]=2)=[C:8]([C:10]2[C:11]([F:19])=[C:12]([CH:13]=[CH:14][CH:15]=2)[NH2:16])[N:9]=1)([CH3:4])([CH3:2])[CH3:3], predict the reactants needed to synthesize it. (2) Given the product [F:33][C:8]1[C:7]([CH:4]2[CH2:5][CH2:6][O:1][CH2:2][CH2:3]2)=[CH:12][CH:11]=[CH:10][C:9]=1[N:13]1[CH:18]=[C:17]([O:19][CH3:20])[C:16](=[O:21])[C:15]([C:22]2[N:26]([C:27]3[CH:28]=[CH:29][CH:30]=[CH:31][CH:32]=3)[N:25]=[CH:24][CH:23]=2)=[N:14]1, predict the reactants needed to synthesize it. The reactants are: [O:1]1[CH2:6][CH:5]=[C:4]([C:7]2[C:8]([F:33])=[C:9]([N:13]3[CH:18]=[C:17]([O:19][CH3:20])[C:16](=[O:21])[C:15]([C:22]4[N:26]([C:27]5[CH:32]=[CH:31][CH:30]=[CH:29][CH:28]=5)[N:25]=[CH:24][CH:23]=4)=[N:14]3)[CH:10]=[CH:11][CH:12]=2)[CH2:3][CH2:2]1. (3) Given the product [OH:8][C:9]1[C:10]2[N:11]([C:18]([CH3:22])=[C:19]([CH3:21])[N:20]=2)[CH:12]=[C:13]([CH2:15][O:16][CH3:17])[CH:14]=1, predict the reactants needed to synthesize it. The reactants are: C([O:8][C:9]1[C:10]2[N:11]([C:18]([CH3:22])=[C:19]([CH3:21])[N:20]=2)[CH:12]=[C:13]([CH2:15][O:16][CH3:17])[CH:14]=1)C1C=CC=CC=1.